Dataset: Peptide-MHC class I binding affinity with 185,985 pairs from IEDB/IMGT. Task: Regression. Given a peptide amino acid sequence and an MHC pseudo amino acid sequence, predict their binding affinity value. This is MHC class I binding data. (1) The MHC is HLA-B27:05 with pseudo-sequence HLA-B27:05. The binding affinity (normalized) is 0.327. The peptide sequence is ALFMHFRGGCI. (2) The peptide sequence is YLKKGRLSL. The MHC is HLA-B40:01 with pseudo-sequence HLA-B40:01. The binding affinity (normalized) is 0.0847.